Dataset: Catalyst prediction with 721,799 reactions and 888 catalyst types from USPTO. Task: Predict which catalyst facilitates the given reaction. (1) Reactant: CCOC(C)=O.CCCCCC.[CH2:13]([NH:17][C:18]1[C:23]([NH:24][C:25](=O)[CH2:26][C:27]2[CH:32]=[C:31]([O:33][CH3:34])[CH:30]=[CH:29][C:28]=2[O:35][CH3:36])=[C:22]([Cl:38])[N:21]=[CH:20][N:19]=1)[CH2:14][CH2:15][CH3:16].CC1C=CC(S(O)(=O)=O)=CC=1. Product: [Cl:38][C:22]1[N:21]=[CH:20][N:19]=[C:18]2[C:23]=1[N:24]=[C:25]([CH2:26][C:27]1[CH:32]=[C:31]([O:33][CH3:34])[CH:30]=[CH:29][C:28]=1[O:35][CH3:36])[N:17]2[CH2:13][CH2:14][CH2:15][CH3:16]. The catalyst class is: 11. (2) Product: [CH2:22]([C@H:21]1[CH2:20][O:19][C:18](=[O:29])[N:17]1[C:15](=[O:16])[CH2:14][C@@H:13]([C:10]1[CH:11]=[CH:12][C:7]([O:6][CH2:5][C:4]2[CH:3]=[C:2]([NH:1][C:38](=[O:43])[C:39]([CH3:42])([CH3:41])[CH3:40])[CH:37]=[CH:36][CH:35]=2)=[CH:8][CH:9]=1)[C:30]1[CH:34]=[CH:33][O:32][N:31]=1)[C:23]1[CH:28]=[CH:27][CH:26]=[CH:25][CH:24]=1. Reactant: [NH2:1][C:2]1[CH:3]=[C:4]([CH:35]=[CH:36][CH:37]=1)[CH2:5][O:6][C:7]1[CH:12]=[CH:11][C:10]([C@@H:13]([C:30]2[CH:34]=[CH:33][O:32][N:31]=2)[CH2:14][C:15]([N:17]2[C@@H:21]([CH2:22][C:23]3[CH:28]=[CH:27][CH:26]=[CH:25][CH:24]=3)[CH2:20][O:19][C:18]2=[O:29])=[O:16])=[CH:9][CH:8]=1.[C:38](Cl)(=[O:43])[C:39]([CH3:42])([CH3:41])[CH3:40]. The catalyst class is: 2. (3) Reactant: [CH3:1][N:2]1[CH2:7][CH2:6][N:5]([C:8]([C:10]2[CH:15]=[CH:14][C:13]([N+]([O-])=O)=[C:12]([CH:19]=[CH:20][N:21]3CCCC3)[CH:11]=2)=[O:9])[CH2:4][CH2:3]1.O.NN. Product: [NH:21]1[C:13]2[C:12](=[CH:11][C:10]([C:8]([N:5]3[CH2:4][CH2:3][N:2]([CH3:1])[CH2:7][CH2:6]3)=[O:9])=[CH:15][CH:14]=2)[CH:19]=[CH:20]1. The catalyst class is: 814. (4) Reactant: [CH3:1][N:2]1[C:10]([CH2:11][CH2:12][CH2:13][C:14]([OH:16])=O)=[N:9][C:8]2[CH:7]=[C:6]([N:17]([CH2:21][CH2:22][Cl:23])[CH2:18][CH2:19][Cl:20])[CH:5]=[CH:4][C:3]1=2.Cl.CN(C(ON1N=NC2C=CC=NC1=2)=[N+](C)C)C.F[P-](F)(F)(F)(F)F.C(N(CC)C(C)C)(C)C.[CH2:58]([NH2:76])[CH2:59][CH2:60][CH2:61][CH2:62][CH2:63][CH2:64][CH2:65][CH2:66][CH2:67][CH2:68][CH2:69][CH2:70][CH2:71][CH2:72][CH2:73][CH2:74][CH3:75]. Product: [Cl:20][CH2:19][CH2:18][N:17]([CH2:21][CH2:22][Cl:23])[C:6]1[CH:5]=[CH:4][C:3]2[N:2]([CH3:1])[C:10]([CH2:11][CH2:12][CH2:13][C:14]([NH:76][CH2:58][CH2:59][CH2:60][CH2:61][CH2:62][CH2:63][CH2:64][CH2:65][CH2:66][CH2:67][CH2:68][CH2:69][CH2:70][CH2:71][CH2:72][CH2:73][CH2:74][CH3:75])=[O:16])=[N:9][C:8]=2[CH:7]=1. The catalyst class is: 9. (5) Reactant: C[CH:2]([O:4]C(/N=N/C(OC(C)C)=O)=O)C.[C:15]1(C2C=CC=CC=2)[CH:20]=[CH:19][CH:18]=[CH:17][C:16]=1[C:21]([N:23]1[CH:28]=[C:27]([O:29][CH3:30])[CH2:26][CH2:25][CH:24]1[CH2:31]O)=[O:22].[C:39]1(=[O:49])[NH:43][C:42](=[O:44])[C:41]2=[CH:45][CH:46]=[CH:47][CH:48]=[C:40]12.[CH:50]1[CH:55]=[CH:54][C:53]([P:56]([C:63]2[CH:68]=[CH:67][CH:66]=[CH:65][CH:64]=2)[C:57]2[CH:62]=[CH:61][CH:60]=[CH:59][CH:58]=2)=[CH:52][CH:51]=1. Product: [C:15]1([C:50]2[CH:55]=[CH:54][CH:53]=[CH:52][CH:51]=2)[C:16]([C:21]([N:23]2[CH2:28][C:27]([O:4][CH3:2])([O:29][CH3:30])[CH2:26][CH2:25][CH:24]2[CH2:31][N:43]2[C:39](=[O:49])[C:40]3[C:41](=[CH:45][CH:46]=[CH:47][CH:48]=3)[C:42]2=[O:44])=[O:22])=[CH:17][CH:18]=[CH:19][CH:20]=1.[C:57]1([P:56](=[O:4])([C:53]2[CH:52]=[CH:51][CH:50]=[CH:55][CH:54]=2)[C:63]2[CH:68]=[CH:67][CH:66]=[CH:65][CH:64]=2)[CH:62]=[CH:61][CH:60]=[CH:59][CH:58]=1. The catalyst class is: 1. (6) Reactant: [Cl:1][C:2]1[CH:3]=[C:4]([CH:23]=[CH:24][C:25]=1[O:26][CH2:27][C:28]1[CH:33]=[CH:32][CH:31]=[C:30]([F:34])[CH:29]=1)[NH:5][C:6]1[C:15]2[C:10](=[CH:11][CH:12]=[C:13]([C:16]3[O:20][C:19]([CH:21]=O)=[CH:18][CH:17]=3)[CH:14]=2)[N:9]=[CH:8][N:7]=1.[CH3:35][S:36]([CH2:39][CH2:40][NH2:41])(=[O:38])=[O:37].C(N(CC)CC)C.[BH4-].[Na+]. Product: [Cl:1][C:2]1[CH:3]=[C:4]([NH:5][C:6]2[C:15]3[C:10](=[CH:11][CH:12]=[C:13]([C:16]4[O:20][C:19]([CH2:21][NH:41][CH2:40][CH2:39][S:36]([CH3:35])(=[O:38])=[O:37])=[CH:18][CH:17]=4)[CH:14]=3)[N:9]=[CH:8][N:7]=2)[CH:23]=[CH:24][C:25]=1[O:26][CH2:27][C:28]1[CH:33]=[CH:32][CH:31]=[C:30]([F:34])[CH:29]=1. The catalyst class is: 83. (7) Reactant: [CH2:1]([NH:3][C:4]([C:6]1[CH:7]=[CH:8][C:9]2[C:10](=[C:21]3[CH2:26][CH2:25][NH:24][CH2:23][CH2:22]3)[C:11]3[C:16]([O:17][C:18]=2[CH:19]=1)=[C:15]([OH:20])[CH:14]=[CH:13][CH:12]=3)=[O:5])[CH3:2]. Product: [CH2:1]([NH:3][C:4]([C:6]1[CH:7]=[CH:8][C:9]2[CH:10]([CH:21]3[CH2:26][CH2:25][NH:24][CH2:23][CH2:22]3)[C:11]3[C:16]([O:17][C:18]=2[CH:19]=1)=[C:15]([OH:20])[CH:14]=[CH:13][CH:12]=3)=[O:5])[CH3:2]. The catalyst class is: 285. (8) Reactant: [Cl:1][C:2]1[CH:3]=[CH:4][C:5]([C:10]2[CH:14]=[N:13][S:12][N:11]=2)=[C:6]([CH:9]=1)[CH:7]=O.[CH3:15][O:16][C:17]1[CH:24]=[CH:23][C:20]([CH2:21][NH2:22])=[CH:19][CH:18]=1.C(O)(=O)C.C(O[BH-](OC(=O)C)OC(=O)C)(=O)C.[Na+]. Product: [Cl:1][C:2]1[CH:3]=[CH:4][C:5]([C:10]2[CH:14]=[N:13][S:12][N:11]=2)=[C:6]([CH:9]=1)[CH2:7][NH:22][CH2:21][C:20]1[CH:23]=[CH:24][C:17]([O:16][CH3:15])=[CH:18][CH:19]=1. The catalyst class is: 26.